This data is from Full USPTO retrosynthesis dataset with 1.9M reactions from patents (1976-2016). The task is: Predict the reactants needed to synthesize the given product. (1) Given the product [Cl:5][C:6]1[CH:16]=[CH:15][C:14]([C:17]2[CH:26]=[CH:25][C:24]3[C:19](=[CH:20][CH:21]=[C:22]([OH:27])[CH:23]=3)[CH:18]=2)=[CH:13][C:7]=1[C:8]([O:10][CH2:11][CH3:12])=[O:9], predict the reactants needed to synthesize it. The reactants are: B(Br)(Br)Br.[Cl:5][C:6]1[CH:16]=[CH:15][C:14]([C:17]2[CH:26]=[CH:25][C:24]3[C:19](=[CH:20][CH:21]=[C:22]([O:27]C)[CH:23]=3)[CH:18]=2)=[CH:13][C:7]=1[C:8]([O:10][CH2:11][CH3:12])=[O:9]. (2) Given the product [NH2:13][C:14]1[N:15]=[C:16]([N:29]2[C@H:34]([CH3:35])[CH2:33][O:32][C@H:31]([CH2:36][NH:37][S:9]([CH3:8])(=[O:11])=[O:10])[CH2:30]2)[CH:17]=[C:18]([C:20]2[CH:27]=[CH:26][C:23]([C:24]#[N:25])=[C:22]([F:28])[CH:21]=2)[N:19]=1, predict the reactants needed to synthesize it. The reactants are: C(N(CC)CC)C.[CH3:8][S:9](Cl)(=[O:11])=[O:10].[NH2:13][C:14]1[N:19]=[C:18]([C:20]2[CH:27]=[CH:26][C:23]([C:24]#[N:25])=[C:22]([F:28])[CH:21]=2)[CH:17]=[C:16]([N:29]2[C@H:34]([CH3:35])[CH2:33][O:32][C@H:31]([CH2:36][NH2:37])[CH2:30]2)[N:15]=1.